From a dataset of Full USPTO retrosynthesis dataset with 1.9M reactions from patents (1976-2016). Predict the reactants needed to synthesize the given product. (1) Given the product [NH2:1][C:2]1[N:7]=[C:6]([NH:43][C@@H:44]([CH2:48][CH2:49][CH3:50])[CH2:45][CH2:46][OH:47])[C:5]([CH2:21][C:22]2[CH:39]=[CH:38][C:25]([CH2:26][N:27]([CH2:34][CH:35]([F:36])[F:37])[CH2:28][C:29]([O:31][CH2:32][CH3:33])=[O:30])=[CH:24][C:23]=2[O:40][CH3:41])=[C:4]([CH3:42])[N:3]=1, predict the reactants needed to synthesize it. The reactants are: [NH2:1][C:2]1[N:7]=[C:6](OS(C2C(C)=CC(C)=CC=2C)(=O)=O)[C:5]([CH2:21][C:22]2[CH:39]=[CH:38][C:25]([CH2:26][N:27]([CH2:34][CH:35]([F:37])[F:36])[CH2:28][C:29]([O:31][CH2:32][CH3:33])=[O:30])=[CH:24][C:23]=2[O:40][CH3:41])=[C:4]([CH3:42])[N:3]=1.[NH2:43][C@@H:44]([CH2:48][CH2:49][CH3:50])[CH2:45][CH2:46][OH:47]. (2) Given the product [F:26][P-:27]([F:32])([F:31])([F:30])([F:29])[F:28].[O:1]1[CH:5]=[CH:4][CH:3]=[C:2]1[C:6]([NH:78][CH2:35][CH2:34][N+:33]12[CH2:22][CH2:21][CH:20]([CH2:19][CH2:18]1)[C@@H:37]([C:58](=[O:73])[C:59]([OH:72])([C:60]1[CH:65]=[CH:64][CH:63]=[CH:62][CH:61]=1)[C:66]1[CH:71]=[CH:70][CH:69]=[CH:68][CH:67]=1)[CH2:38]2)=[O:8], predict the reactants needed to synthesize it. The reactants are: [O:1]1[CH:5]=[CH:4][CH:3]=[C:2]1[C:6]([OH:8])=O.CN(C(ON1N=N[C:19]2[CH:20]=[CH:21][CH:22]=N[C:18]1=2)=[N+](C)C)C.[F:26][P-:27]([F:32])([F:31])([F:30])([F:29])[F:28].[NH:33]1[CH2:38][CH2:37]O[CH2:35][CH2:34]1.[Cl-].OC1C=C(C=CC=1)C(NCC[N+]12CCC(CC1)[C@@H](O[C:58](=[O:73])[C:59]([OH:72])([C:66]1[CH:71]=[CH:70][CH:69]=[CH:68][CH:67]=1)[C:60]1[CH:65]=[CH:64][CH:63]=[CH:62][CH:61]=1)C2)=O.C[N:78](C=O)C. (3) Given the product [F:40][CH:38]([F:39])[C:29]1[C:30]2[C@H:34]3[CH2:35][C@H:33]3[C:32]([F:37])([F:36])[C:31]=2[N:27]([CH2:26][C:25]([NH:24][C@H:14]([C:3]2[C:2]([C:50]3[CH:49]=[CH:48][CH:47]=[C:46]4[C:51]=3[N:43]([CH3:42])[N:44]=[C:45]4[NH:61][S:62]([CH3:65])(=[O:64])=[O:63])=[CH:7][CH:6]=[C:5]([N:8]3[CH2:9][C:10]([OH:13])([CH3:12])[CH2:11]3)[N:4]=2)[CH2:15][C:16]2[CH:21]=[C:20]([F:22])[CH:19]=[C:18]([F:23])[CH:17]=2)=[O:41])[N:28]=1, predict the reactants needed to synthesize it. The reactants are: Br[C:2]1[C:3]([C@@H:14]([NH:24][C:25](=[O:41])[CH2:26][N:27]2[C:31]3[C:32]([F:37])([F:36])[C@@H:33]4[CH2:35][C@@H:34]4[C:30]=3[C:29]([CH:38]([F:40])[F:39])=[N:28]2)[CH2:15][C:16]2[CH:21]=[C:20]([F:22])[CH:19]=[C:18]([F:23])[CH:17]=2)=[N:4][C:5]([N:8]2[CH2:11][C:10]([OH:13])([CH3:12])[CH2:9]2)=[CH:6][CH:7]=1.[CH3:42][N:43]1[C:51]2[C:46](=[CH:47][CH:48]=[CH:49][C:50]=2B2OC(C)(C)C(C)(C)O2)[C:45]([NH:61][S:62]([CH3:65])(=[O:64])=[O:63])=[N:44]1.C(=O)(O)[O-].[Na+]. (4) Given the product [CH2:12]([O:11][P:7]([CH:6]([C:5]1[CH:15]=[CH:16][C:2]([F:1])=[CH:3][CH:4]=1)[CH3:17])(=[O:14])[O:8][CH2:9][CH3:10])[CH3:13], predict the reactants needed to synthesize it. The reactants are: [F:1][C:2]1[CH:16]=[CH:15][C:5]([CH2:6][P:7](=[O:14])([O:11][CH2:12][CH3:13])[O:8][CH2:9][CH3:10])=[CH:4][CH:3]=1.[CH3:17][Mg]Cl.S(OC)(OC)(=O)=O. (5) Given the product [ClH:22].[Br:1][C:2]1[CH:3]=[C:4]2[C:12](=[CH:13][CH:14]=1)[NH:11][C:10]1[CH:9]([NH:15][C:16]3[N:21]=[CH:20][CH:19]=[CH:18][N:17]=3)[CH2:8][CH2:7][CH2:6][C:5]2=1, predict the reactants needed to synthesize it. The reactants are: [Br:1][C:2]1[CH:3]=[C:4]2[C:12](=[CH:13][CH:14]=1)[NH:11][C:10]1[CH:9]([NH:15][C:16]3[N:21]=[CH:20][CH:19]=[CH:18][N:17]=3)[CH2:8][CH2:7][CH2:6][C:5]2=1.[ClH:22].